Dataset: Catalyst prediction with 721,799 reactions and 888 catalyst types from USPTO. Task: Predict which catalyst facilitates the given reaction. (1) Reactant: [CH3:1][CH:2]([C:8](=O)[CH2:9][C:10](=O)[CH3:11])[C:3]([O:5][CH2:6][CH3:7])=[O:4].[NH2:14][NH2:15]. Product: [CH3:11][C:10]1[CH:9]=[C:8]([CH:2]([CH3:1])[C:3]([O:5][CH2:6][CH3:7])=[O:4])[NH:15][N:14]=1. The catalyst class is: 20. (2) Reactant: [NH2:1][C:2]1[CH:11]=[C:10]2[C:5]([C:6]([Br:16])=[N:7][N:8]([CH:13]([CH3:15])[CH3:14])[C:9]2=[O:12])=[CH:4][CH:3]=1.C(N(CC)CC)C.[Cl:24][CH2:25][CH2:26][CH2:27][C:28](Cl)=[O:29]. Product: [Br:16][C:6]1[C:5]2[C:10](=[CH:11][C:2]([NH:1][C:28](=[O:29])[CH2:27][CH2:26][CH2:25][Cl:24])=[CH:3][CH:4]=2)[C:9](=[O:12])[N:8]([CH:13]([CH3:14])[CH3:15])[N:7]=1. The catalyst class is: 3. (3) Reactant: [H-].[Na+].C(OP([CH2:11][C:12]([O:14][C:15]([CH3:18])([CH3:17])[CH3:16])=[O:13])(OCC)=O)C.[Cl:19][C:20]1[CH:27]=[CH:26][C:23]([CH:24]=O)=[CH:22][C:21]=1[N+:28]([O-:30])=[O:29].O. Product: [Cl:19][C:20]1[CH:27]=[CH:26][C:23](/[CH:24]=[CH:11]/[C:12]([O:14][C:15]([CH3:16])([CH3:17])[CH3:18])=[O:13])=[CH:22][C:21]=1[N+:28]([O-:30])=[O:29]. The catalyst class is: 247. (4) Reactant: [F:1][C:2]1[CH:7]=[C:6]([S:8]([CH3:11])(=[O:10])=[O:9])[C:5]([F:12])=[CH:4][C:3]=1[NH:13][C@H:14]1[CH2:19][CH2:18][CH2:17][N:16]([CH:20]2[CH2:25][CH2:24][N:23](C(OC(C)(C)C)=O)[CH2:22][CH2:21]2)[C:15]1=[O:33].[ClH:34].O1CCOCC1. Product: [ClH:34].[F:1][C:2]1[CH:7]=[C:6]([S:8]([CH3:11])(=[O:10])=[O:9])[C:5]([F:12])=[CH:4][C:3]=1[NH:13][C@H:14]1[CH2:19][CH2:18][CH2:17][N:16]([CH:20]2[CH2:21][CH2:22][NH:23][CH2:24][CH2:25]2)[C:15]1=[O:33]. The catalyst class is: 61. (5) Reactant: [Br:1][C:2]1[CH:15]=[C:14]([CH:16]2[C:25]3[C:24](=[O:26])[CH2:23][CH:22]([CH2:27][CH2:28][CH3:29])[CH2:21][C:20]=3[NH:19][C:18]([CH3:30])=[C:17]2[C:31]#[N:32])[CH:13]=[C:12]([O:33][CH2:34][CH3:35])[C:3]=1[O:4][CH2:5][CH2:6]OS(C)(=O)=O.[NH4+:36].[OH-]. Product: [NH2:36][CH2:6][CH2:5][O:4][C:3]1[C:12]([O:33][CH2:34][CH3:35])=[CH:13][C:14]([CH:16]2[C:25]3[C:24](=[O:26])[CH2:23][CH:22]([CH2:27][CH2:28][CH3:29])[CH2:21][C:20]=3[NH:19][C:18]([CH3:30])=[C:17]2[C:31]#[N:32])=[CH:15][C:2]=1[Br:1]. The catalyst class is: 12.